This data is from Merck oncology drug combination screen with 23,052 pairs across 39 cell lines. The task is: Regression. Given two drug SMILES strings and cell line genomic features, predict the synergy score measuring deviation from expected non-interaction effect. (1) Drug 1: O=C(CCCCCCC(=O)Nc1ccccc1)NO. Drug 2: CNC(=O)c1cc(Oc2ccc(NC(=O)Nc3ccc(Cl)c(C(F)(F)F)c3)cc2)ccn1. Cell line: NCIH520. Synergy scores: synergy=-0.708. (2) Drug 1: O=S1(=O)NC2(CN1CC(F)(F)F)C1CCC2Cc2cc(C=CCN3CCC(C(F)(F)F)CC3)ccc2C1. Drug 2: O=C(NOCC(O)CO)c1ccc(F)c(F)c1Nc1ccc(I)cc1F. Cell line: LOVO. Synergy scores: synergy=20.9. (3) Drug 1: Cn1c(=O)n(-c2ccc(C(C)(C)C#N)cc2)c2c3cc(-c4cnc5ccccc5c4)ccc3ncc21. Drug 2: CCc1cnn2c(NCc3ccc[n+]([O-])c3)cc(N3CCCCC3CCO)nc12. Cell line: HCT116. Synergy scores: synergy=-7.53. (4) Synergy scores: synergy=9.32. Drug 2: CC(C)CC(NC(=O)C(Cc1ccccc1)NC(=O)c1cnccn1)B(O)O. Drug 1: COc1cccc2c1C(=O)c1c(O)c3c(c(O)c1C2=O)CC(O)(C(=O)CO)CC3OC1CC(N)C(O)C(C)O1. Cell line: T47D. (5) Drug 1: CCN(CC)CCNC(=O)c1c(C)[nH]c(C=C2C(=O)Nc3ccc(F)cc32)c1C. Drug 2: NC1(c2ccc(-c3nc4ccn5c(=O)[nH]nc5c4cc3-c3ccccc3)cc2)CCC1. Cell line: DLD1. Synergy scores: synergy=26.4. (6) Drug 1: O=S1(=O)NC2(CN1CC(F)(F)F)C1CCC2Cc2cc(C=CCN3CCC(C(F)(F)F)CC3)ccc2C1. Drug 2: CNC(=O)c1cc(Oc2ccc(NC(=O)Nc3ccc(Cl)c(C(F)(F)F)c3)cc2)ccn1. Cell line: OVCAR3. Synergy scores: synergy=6.48. (7) Drug 1: Cn1c(=O)n(-c2ccc(C(C)(C)C#N)cc2)c2c3cc(-c4cnc5ccccc5c4)ccc3ncc21. Drug 2: CCc1cnn2c(NCc3ccc[n+]([O-])c3)cc(N3CCCCC3CCO)nc12. Cell line: NCIH1650. Synergy scores: synergy=-1.12. (8) Drug 2: O=C(CCCCCCC(=O)Nc1ccccc1)NO. Cell line: A2780. Synergy scores: synergy=15.9. Drug 1: CN1C(=O)C=CC2(C)C3CCC4(C)C(NC(=O)OCC(F)(F)F)CCC4C3CCC12. (9) Drug 2: CCN(CC)CCNC(=O)c1c(C)[nH]c(C=C2C(=O)Nc3ccc(F)cc32)c1C. Drug 1: COc1cc(C2c3cc4c(cc3C(OC3OC5COC(C)OC5C(O)C3O)C3COC(=O)C23)OCO4)cc(OC)c1O. Synergy scores: synergy=0.190. Cell line: HT144. (10) Synergy scores: synergy=1.13. Cell line: A375. Drug 1: CCC1(O)CC2CN(CCc3c([nH]c4ccccc34)C(C(=O)OC)(c3cc4c(cc3OC)N(C)C3C(O)(C(=O)OC)C(OC(C)=O)C5(CC)C=CCN6CCC43C65)C2)C1. Drug 2: CCN(CC)CCNC(=O)c1c(C)[nH]c(C=C2C(=O)Nc3ccc(F)cc32)c1C.